From a dataset of Full USPTO retrosynthesis dataset with 1.9M reactions from patents (1976-2016). Predict the reactants needed to synthesize the given product. (1) Given the product [ClH:34].[CH3:1][S:2]([C:5]1[CH:6]=[C:7]([N:11]2[CH2:26][CH:14]3[CH2:15][NH:16][CH2:17][CH2:18][N:13]3[C:12]2=[O:27])[CH:8]=[CH:9][CH:10]=1)(=[O:3])=[O:4], predict the reactants needed to synthesize it. The reactants are: [CH3:1][S:2]([C:5]1[CH:6]=[C:7]([N:11]2[CH2:26][CH:14]3[CH2:15][N:16](C(OC(C)(C)C)=O)[CH2:17][CH2:18][N:13]3[C:12]2=[O:27])[CH:8]=[CH:9][CH:10]=1)(=[O:4])=[O:3].C(OCC)(=O)C.[ClH:34]. (2) Given the product [N:1]1([CH2:6][C:7]2[N:12]=[C:11]([NH2:13])[CH:10]=[CH:9][CH:8]=2)[CH2:5][CH2:4][CH2:3][CH2:2]1, predict the reactants needed to synthesize it. The reactants are: [N:1]1([CH2:6][C:7]2[N:12]=[C:11]([NH:13]C(=O)OC(C)(C)C)[CH:10]=[CH:9][CH:8]=2)[CH2:5][CH2:4][CH2:3][CH2:2]1.C(O)(C(F)(F)F)=O. (3) Given the product [C:11]([O:15][C:16]([N:18]1[CH2:22][CH2:21][CH2:20][C@H:19]1[C:23](=[O:28])[C:6]#[C:5][Si:2]([CH3:4])([CH3:3])[CH3:1])=[O:17])([CH3:14])([CH3:13])[CH3:12], predict the reactants needed to synthesize it. The reactants are: [CH3:1][Si:2]([C:5]#[CH:6])([CH3:4])[CH3:3].C([Mg]Br)C.[C:11]([O:15][C:16]([N:18]1[CH2:22][CH2:21][CH2:20][C@H:19]1[C:23](=[O:28])N(OC)C)=[O:17])([CH3:14])([CH3:13])[CH3:12].[Cl-].[NH4+]. (4) Given the product [C:21]1([CH2:27][CH2:28][NH:29][C:14]([CH:11]2[CH2:10][CH2:9][N:8]([C:6]([O:5][C:1]([CH3:2])([CH3:3])[CH3:4])=[O:7])[CH2:13][CH2:12]2)=[O:16])[CH:26]=[CH:25][CH:24]=[CH:23][CH:22]=1, predict the reactants needed to synthesize it. The reactants are: [C:1]([O:5][C:6]([N:8]1[CH2:13][CH2:12][CH:11]([C:14]([OH:16])=O)[CH2:10][CH2:9]1)=[O:7])([CH3:4])([CH3:3])[CH3:2].C(Cl)CCl.[C:21]1([CH2:27][CH2:28][NH2:29])[CH:26]=[CH:25][CH:24]=[CH:23][CH:22]=1.C([O-])([O-])=O.[Na+].[Na+]. (5) The reactants are: C([C@H:3]([S:7]([C:35]1[CH:40]=[CH:39][CH:38]=[CH:37][CH:36]=1)(=[N:9][C:10]([C:12]1[CH:13]=[N:14][CH:15]=[C:16]([C:18]#[C:19][C:20]2[CH:25]=[CH:24][CH:23]=[C:22]([NH:26][C:27]([C:29]3[O:30][CH:31]=[CH:32][C:33]=3[CH3:34])=[O:28])[CH:21]=2)[CH:17]=1)=[O:11])=[O:8])[C:4]([O-:6])=O)C.[OH:41][CH:42]1[CH2:47][CH2:46][CH2:45][NH:44][CH2:43]1. Given the product [OH:41][CH:42]1[CH2:47][CH2:46][CH2:45][N:44]([C:4](=[O:6])[CH2:3][S:7](=[O:8])([C:35]2[CH:40]=[CH:39][CH:38]=[CH:37][CH:36]=2)=[N:9][C:10](=[O:11])[C:12]2[CH:17]=[C:16]([C:18]#[C:19][C:20]3[CH:25]=[CH:24][CH:23]=[C:22]([NH:26][C:27]([C:29]4[O:30][CH:31]=[CH:32][C:33]=4[CH3:34])=[O:28])[CH:21]=3)[CH:15]=[N:14][CH:13]=2)[CH2:43]1, predict the reactants needed to synthesize it.